This data is from Catalyst prediction with 721,799 reactions and 888 catalyst types from USPTO. The task is: Predict which catalyst facilitates the given reaction. (1) Reactant: [C:1]([N:4]1[C:8]2[CH:9]=[CH:10][CH:11]=[CH:12][C:7]=2[NH:6][C:5]1=[O:13])([CH3:3])=[CH2:2].[CH3:14][O:15][C:16](=[O:28])[C:17]1[CH:22]=[CH:21][CH:20]=[C:19]([N+:23]([O-:25])=[O:24])[C:18]=1[CH2:26]Br.C([O-])([O-])=O.[K+].[K+].[NH4+].[Cl-]. Product: [CH3:14][O:15][C:16](=[O:28])[C:17]1[CH:22]=[CH:21][CH:20]=[C:19]([N+:23]([O-:25])=[O:24])[C:18]=1[CH2:26][N:6]1[C:7]2[CH:12]=[CH:11][CH:10]=[CH:9][C:8]=2[N:4]([C:1]([CH3:3])=[CH2:2])[C:5]1=[O:13]. The catalyst class is: 3. (2) Reactant: CC(C)([O-])C.[K+].[F:7][C:8]1[CH:9]=[C:10]([OH:15])[CH:11]=[CH:12][C:13]=1[NH2:14].Cl[C:17]1[CH:22]=[CH:21][N:20]=[C:19]([C:23]([O:25][C:26]([CH3:29])([CH3:28])[CH3:27])=[O:24])[CH:18]=1. Product: [NH2:14][C:13]1[CH:12]=[CH:11][C:10]([O:15][C:17]2[CH:22]=[CH:21][N:20]=[C:19]([C:23]([O:25][C:26]([CH3:29])([CH3:28])[CH3:27])=[O:24])[CH:18]=2)=[CH:9][C:8]=1[F:7]. The catalyst class is: 13. (3) Reactant: [Cl:1][C:2]1[CH:10]=[C:9]2[C:5]([CH2:6][C:7](=[O:11])[NH:8]2)=[CH:4][CH:3]=1.[C:12]1([CH:17]=O)[CH2:16][CH2:15][CH2:14][CH:13]=1.N1CCCCC1. Product: [Cl:1][C:2]1[CH:10]=[C:9]2[C:5](/[C:6](=[CH:17]/[C:12]3[CH2:16][CH2:15][CH2:14][CH:13]=3)/[C:7](=[O:11])[NH:8]2)=[CH:4][CH:3]=1. The catalyst class is: 5. (4) Reactant: Br[CH2:2][C:3]([O:5][C:6]([CH3:9])([CH3:8])[CH3:7])=[O:4].[NH:10]1[CH2:21][CH2:20][NH:19][CH2:18][CH2:17][NH:16][CH2:15][CH2:14][NH:13][CH2:12][CH2:11]1. Product: [CH3:7][C:6]([O:5][C:3](=[O:4])[CH2:2][N:10]1[CH2:21][CH2:20][NH:19][CH2:18][CH2:17][NH:16][CH2:15][CH2:14][NH:13][CH2:12][CH2:11]1)([CH3:9])[CH3:8]. The catalyst class is: 22. (5) Reactant: [C:1]([N:8]1[CH2:13][CH2:12][N:11]([C:14]2[CH:19]=[CH:18][CH:17]=[CH:16][C:15]=2[NH:20][S:21]([CH3:24])(=[O:23])=[O:22])[CH2:10][CH2:9]1)([O:3][C:4]([CH3:7])([CH3:6])[CH3:5])=[O:2].[H-].[Na+].[CH2:27](I)[CH:28]([CH3:30])[CH3:29]. Product: [C:1]([N:8]1[CH2:9][CH2:10][N:11]([C:14]2[CH:19]=[CH:18][CH:17]=[CH:16][C:15]=2[N:20]([CH2:27][CH:28]([CH3:30])[CH3:29])[S:21]([CH3:24])(=[O:23])=[O:22])[CH2:12][CH2:13]1)([O:3][C:4]([CH3:7])([CH3:6])[CH3:5])=[O:2]. The catalyst class is: 3. (6) Reactant: [CH3:1][C:2]1[C:3]([C:7]([O:9][CH2:10][CH3:11])=[O:8])=[CH:4][NH:5][CH:6]=1.C1C(=O)N([Br:19])C(=O)C1. Product: [Br:19][C:6]1[NH:5][CH:4]=[C:3]([C:7]([O:9][CH2:10][CH3:11])=[O:8])[C:2]=1[CH3:1]. The catalyst class is: 1.